The task is: Predict the reactants needed to synthesize the given product.. This data is from Full USPTO retrosynthesis dataset with 1.9M reactions from patents (1976-2016). (1) The reactants are: [OH:1][C:2]1[C:11]2[C:6](=[CH:7][CH:8]=[C:9]([CH2:12][CH2:13][CH2:14][CH2:15][CH3:16])[CH:10]=2)[N:5]=[C:4]([CH3:17])[C:3]=1[CH3:18].[C:19](OC(=O)C)(=[O:21])[CH3:20]. Given the product [C:19]([O:1][C:2]1[C:11]2[C:6](=[CH:7][CH:8]=[C:9]([CH2:12][CH2:13][CH2:14][CH2:15][CH3:16])[CH:10]=2)[N:5]=[C:4]([CH3:17])[C:3]=1[CH3:18])(=[O:21])[CH3:20], predict the reactants needed to synthesize it. (2) Given the product [NH2:8][CH2:22][CH2:17][N:11]1[CH2:12][CH2:13][CH2:14][CH2:15][CH2:16]1, predict the reactants needed to synthesize it. The reactants are: CSC(=C(C#N)C#[N:8])SC.[N:11]1([CH:17]2[CH2:22]CNCC2)[CH2:16][CH2:15][CH2:14][CH2:13][CH2:12]1.NCCCN1CCCC1C. (3) Given the product [Si:1]([O:8][CH2:9][C@H:10]1[C@@H:17]([C:18]([O:20][CH3:21])=[O:19])[CH:16]=[C:15]([C:22]2[CH:23]=[CH:24][CH:25]=[CH:26][CH:27]=2)[O:14][C:11]1=[O:12])([C:4]([CH3:7])([CH3:6])[CH3:5])([CH3:3])[CH3:2], predict the reactants needed to synthesize it. The reactants are: [Si:1]([O:8][CH2:9][CH:10](Cl)[CH:11]=[O:12])([C:4]([CH3:7])([CH3:6])[CH3:5])([CH3:3])[CH3:2].[O:14]=[C:15]([C:22]1[CH:27]=[CH:26][CH:25]=[CH:24][CH:23]=1)/[CH:16]=[CH:17]/[C:18]([O:20][CH3:21])=[O:19]. (4) Given the product [Cl:1][C:2]1[CH:3]=[C:4]([N:8]2[C@@H:12]([CH3:13])[C@H:11]([OH:14])[C:10]([F:15])([F:16])[C:9]2=[O:17])[CH:5]=[CH:6][C:7]=1[I:18], predict the reactants needed to synthesize it. The reactants are: [Cl:1][C:2]1[CH:3]=[C:4]([N:8]2[C@@H:12]([CH3:13])[C@H:11]([OH:14])[C:10]([F:16])([F:15])[C:9]2=[O:17])[CH:5]=[CH:6][CH:7]=1.[I:18]N1C(=O)CCC1=O. (5) Given the product [CH:20]([C:2]1[C:11]2[O:10][CH:9]([CH3:12])[CH2:8][N:7]([C:13]([O:15][C:16]([CH3:19])([CH3:18])[CH3:17])=[O:14])[CH2:6][C:5]=2[S:4][CH:3]=1)=[CH2:21], predict the reactants needed to synthesize it. The reactants are: Br[C:2]1[C:11]2[O:10][CH:9]([CH3:12])[CH2:8][N:7]([C:13]([O:15][C:16]([CH3:19])([CH3:18])[CH3:17])=[O:14])[CH2:6][C:5]=2[S:4][CH:3]=1.[CH:20](B1OC(C)(C)C(C)(C)O1)=[CH2:21].C(=O)([O-])[O-].[K+].[K+].O. (6) Given the product [CH3:1][O:2][C:3]1[C:8]([C:9]2[CH:14]=[CH:13][C:12]([S:15](=[O:18])(=[O:17])[NH2:16])=[CH:11][CH:10]=2)=[CH:7][C:6]([C:19]2[S:23][C:22]([C:24]([OH:26])=[O:25])=[C:21]([CH3:28])[C:20]=2[CH3:29])=[CH:5][CH:4]=1, predict the reactants needed to synthesize it. The reactants are: [CH3:1][O:2][C:3]1[C:8]([C:9]2[CH:14]=[CH:13][C:12]([S:15](=[O:18])(=[O:17])[NH2:16])=[CH:11][CH:10]=2)=[CH:7][C:6]([C:19]2[S:23][C:22]([C:24]([O:26]C)=[O:25])=[C:21]([CH3:28])[C:20]=2[CH3:29])=[CH:5][CH:4]=1.[OH-].[Na+]. (7) Given the product [Cl:11][C:4]1[C:3]([C:12]2[C:17]([F:18])=[CH:16][C:15]([F:19])=[CH:14][C:13]=2[F:20])=[C:2]([NH:24][CH2:23][C:22]([F:26])([F:25])[F:21])[N:7]2[CH:8]=[CH:9][N:10]=[C:6]2[N:5]=1, predict the reactants needed to synthesize it. The reactants are: Cl[C:2]1[N:7]2[CH:8]=[CH:9][N:10]=[C:6]2[N:5]=[C:4]([Cl:11])[C:3]=1[C:12]1[C:17]([F:18])=[CH:16][C:15]([F:19])=[CH:14][C:13]=1[F:20].[F:21][C:22]([F:26])([F:25])[CH2:23][NH2:24].[Cl-].[Na+]. (8) Given the product [S:1]1[C:5]2[CH:6]=[CH:7][CH:8]=[CH:9][C:4]=2[C:3]([NH:10][CH2:11][CH2:12][NH:13][C:21](=[O:22])[C:17]2[CH:16]=[C:15]([Cl:14])[CH:20]=[CH:19][N:18]=2)=[N:2]1, predict the reactants needed to synthesize it. The reactants are: [S:1]1[C:5]2[CH:6]=[CH:7][CH:8]=[CH:9][C:4]=2[C:3]([NH:10][CH2:11][CH2:12][NH2:13])=[N:2]1.[Cl:14][C:15]1[CH:20]=[CH:19][N:18]=[C:17]([C:21](O)=[O:22])[CH:16]=1.Cl.CN(C)CCCN=C=NCC.C(N(CC)CC)C.